Dataset: Full USPTO retrosynthesis dataset with 1.9M reactions from patents (1976-2016). Task: Predict the reactants needed to synthesize the given product. (1) Given the product [Cl:22][C:23]1[CH:24]=[C:25]([NH:29][C:30]([NH:2][CH2:3][C:4]2[CH:5]=[C:6]3[C:10](=[CH:11][CH:12]=2)[C:9](=[O:13])[N:8]([CH:14]2[CH2:19][CH2:18][C:17](=[O:20])[NH:16][C:15]2=[O:21])[CH2:7]3)=[O:31])[CH:26]=[CH:27][CH:28]=1, predict the reactants needed to synthesize it. The reactants are: Cl.[NH2:2][CH2:3][C:4]1[CH:5]=[C:6]2[C:10](=[CH:11][CH:12]=1)[C:9](=[O:13])[N:8]([CH:14]1[CH2:19][CH2:18][C:17](=[O:20])[NH:16][C:15]1=[O:21])[CH2:7]2.[Cl:22][C:23]1[CH:24]=[C:25]([N:29]=[C:30]=[O:31])[CH:26]=[CH:27][CH:28]=1.C(N(CC)CC)C.Cl. (2) Given the product [F:1][C:2]1[CH:25]=[CH:24][C:5]([CH2:6][CH:7]2[CH2:8][C:9](=[O:22])[CH:10]([C:13]3[C:18]([CH3:19])=[CH:17][C:16]([CH3:20])=[CH:15][C:14]=3[CH3:21])[C:11]2=[O:12])=[CH:4][CH:3]=1, predict the reactants needed to synthesize it. The reactants are: [F:1][C:2]1[CH:25]=[CH:24][C:5]([CH2:6][CH:7]2[C:11](=[O:12])[C:10]([C:13]3[C:18]([CH3:19])=[CH:17][C:16]([CH3:20])=[CH:15][C:14]=3[CH3:21])=[C:9]([O:22]C)[CH2:8]2)=[CH:4][CH:3]=1. (3) Given the product [C:3]([O:7][C:8](=[O:19])[N:9]([C:10]1[CH:11]=[C:12]([CH3:18])[C:13]([Br:17])=[C:14]([CH3:16])[CH:15]=1)[CH3:20])([CH3:6])([CH3:5])[CH3:4], predict the reactants needed to synthesize it. The reactants are: IC.[C:3]([O:7][C:8](=[O:19])[NH:9][C:10]1[CH:15]=[C:14]([CH3:16])[C:13]([Br:17])=[C:12]([CH3:18])[CH:11]=1)([CH3:6])([CH3:5])[CH3:4].[C:20](=O)([O-])[O-].[Cs+].[Cs+].[Cl-].[NH4+]. (4) Given the product [CH3:23][C:22]1[C:17]([N:14]2[CH2:15][CH2:16][N:11]([C:9]([C:5]3[C:6]([F:8])=[CH:7][C:2]([N:29]4[CH2:30][CH2:31][N:27]([CH3:26])[C:28]4=[O:32])=[CH:3][C:4]=3[F:25])=[O:10])[CH2:12][CH2:13]2)=[N:18][CH:19]=[C:20]([CH3:24])[CH:21]=1, predict the reactants needed to synthesize it. The reactants are: Br[C:2]1[CH:7]=[C:6]([F:8])[C:5]([C:9]([N:11]2[CH2:16][CH2:15][N:14]([C:17]3[C:22]([CH3:23])=[CH:21][C:20]([CH3:24])=[CH:19][N:18]=3)[CH2:13][CH2:12]2)=[O:10])=[C:4]([F:25])[CH:3]=1.[CH3:26][N:27]1[CH2:31][CH2:30][NH:29][C:28]1=[O:32]. (5) Given the product [NH2:35][C:34]([C:32]1[CH:31]=[CH:30][CH:29]=[C:28]([CH3:27])[N:33]=1)=[N:36][NH:37][C:12]([CH:10]1[CH2:9][N:8]([C:6]([O:5][C:1]([CH3:2])([CH3:3])[CH3:4])=[O:7])[CH2:11]1)=[O:14], predict the reactants needed to synthesize it. The reactants are: [C:1]([O:5][C:6]([N:8]1[CH2:11][CH:10]([C:12]([OH:14])=O)[CH2:9]1)=[O:7])([CH3:4])([CH3:3])[CH3:2].C(C1NC=CN=1)(C1NC=CN=1)=O.[CH3:27][C:28]1[N:33]=[C:32]([C:34](=[N:36][NH2:37])[NH2:35])[CH:31]=[CH:30][CH:29]=1. (6) Given the product [NH:1]1[C:5]2[CH:6]=[CH:7][C:8]([CH2:10][NH:12][C:13]3[CH:18]=[CH:17][CH:16]=[CH:15][CH:14]=3)=[CH:9][C:4]=2[N:3]=[CH:2]1, predict the reactants needed to synthesize it. The reactants are: [N:1]1[C:5]2[CH:6]=[CH:7][C:8]([CH:10]=O)=[CH:9][C:4]=2[NH:3][CH:2]=1.[NH2:12][C:13]1[CH:18]=[CH:17][CH:16]=[CH:15][CH:14]=1.[BH-](OC(C)=O)(OC(C)=O)OC(C)=O.[Na+].CC(O)=O.